From a dataset of Full USPTO retrosynthesis dataset with 1.9M reactions from patents (1976-2016). Predict the reactants needed to synthesize the given product. (1) Given the product [CH3:50][O:49][C:46]1[CH:45]=[CH:44][C:43]([CH2:42][N:35]([C:36]2[CH:37]=[CH:38][CH:39]=[CH:40][CH:41]=2)[C:28]2[C:29]3[N:30]([CH:32]=[CH:33][N:34]=3)[N:31]=[C:26]([C:23]3[CH:24]=[CH:25][C:18]4[O:5][N:4]=[C:20]([NH2:21])[C:19]=4[CH:22]=3)[CH:27]=2)=[CH:48][CH:47]=1, predict the reactants needed to synthesize it. The reactants are: C([NH:4][OH:5])(=O)C.CC(C)([O-])C.[K+].C1COCC1.F[C:18]1[CH:25]=[CH:24][C:23]([C:26]2[CH:27]=[C:28]([N:35]([CH2:42][C:43]3[CH:48]=[CH:47][C:46]([O:49][CH3:50])=[CH:45][CH:44]=3)[C:36]3[CH:41]=[CH:40][CH:39]=[CH:38][CH:37]=3)[C:29]3[N:30]([CH:32]=[CH:33][N:34]=3)[N:31]=2)=[CH:22][C:19]=1[C:20]#[N:21]. (2) Given the product [F:9][C:3]1[C:2]([C:14]2[CH:13]=[N:12][N:11]([CH3:10])[CH:15]=2)=[CH:7][N:6]=[C:5]([NH2:8])[CH:4]=1, predict the reactants needed to synthesize it. The reactants are: Br[C:2]1[C:3]([F:9])=[CH:4][C:5]([NH2:8])=[N:6][CH:7]=1.[CH3:10][N:11]1[CH:15]=[C:14](B2OC(C)(C)C(C)(C)O2)[CH:13]=[N:12]1.C([O-])([O-])=O.[Na+].[Na+].S([O-])([O-])(=O)=O.[Na+].[Na+]. (3) Given the product [CH3:11][O:12][C:13]1[CH:14]=[CH:15][C:16]([CH2:17][C:18]2[S:22][C:21]3[CH:23]=[CH:24][CH:25]=[CH:26][C:20]=3[C:19]=2[S:6]([Cl:10])(=[O:8])=[O:7])=[CH:27][CH:28]=1, predict the reactants needed to synthesize it. The reactants are: CN(C=O)C.[S:6]([Cl:10])(Cl)(=[O:8])=[O:7].[CH3:11][O:12][C:13]1[CH:28]=[CH:27][C:16]([CH2:17][C:18]2[S:22][C:21]3[CH:23]=[CH:24][CH:25]=[CH:26][C:20]=3[CH:19]=2)=[CH:15][CH:14]=1. (4) Given the product [CH3:10][O:11][C:12]1[CH:13]=[C:14]2[C:19](=[CH:20][C:21]=1[O:22][CH3:23])[N:18]=[CH:17][N:16]=[C:15]2[NH:24][C:25]1[S:26][C:27]2[CH:33]=[C:32]([NH:34][C:8]([NH:7][C:1]3[CH:6]=[CH:5][CH:4]=[CH:3][CH:2]=3)=[O:9])[CH:31]=[CH:30][C:28]=2[N:29]=1, predict the reactants needed to synthesize it. The reactants are: [C:1]1([N:7]=[C:8]=[O:9])[CH:6]=[CH:5][CH:4]=[CH:3][CH:2]=1.[CH3:10][O:11][C:12]1[CH:13]=[C:14]2[C:19](=[CH:20][C:21]=1[O:22][CH3:23])[N:18]=[CH:17][N:16]=[C:15]2[NH:24][C:25]1[S:26][C:27]2[CH:33]=[C:32]([NH2:34])[CH:31]=[CH:30][C:28]=2[N:29]=1.